This data is from Forward reaction prediction with 1.9M reactions from USPTO patents (1976-2016). The task is: Predict the product of the given reaction. (1) Given the reactants [Cl:1][C:2]1[S:13][C:5]2=[N:6][CH:7]=[C:8]([C:11]#[N:12])[C:9](Cl)=[C:4]2[CH:3]=1.[NH2:14][C:15]1[CH:16]=[C:17]2[C:21](=[CH:22][CH:23]=1)[NH:20][CH:19]=[CH:18]2, predict the reaction product. The product is: [Cl:1][C:2]1[S:13][C:5]2=[N:6][CH:7]=[C:8]([C:11]#[N:12])[C:9]([NH:14][C:15]3[CH:16]=[C:17]4[C:21](=[CH:22][CH:23]=3)[NH:20][CH:19]=[CH:18]4)=[C:4]2[CH:3]=1. (2) Given the reactants [NH2:1][C:2]1[CH:7]=[CH:6][C:5]([CH2:8][C:9]([O:11][CH2:12][CH3:13])=[O:10])=[CH:4][CH:3]=1.C(=O)([O-])O.[Na+].O.[I:20]I, predict the reaction product. The product is: [NH2:1][C:2]1[CH:3]=[CH:4][C:5]([CH2:8][C:9]([O:11][CH2:12][CH3:13])=[O:10])=[CH:6][C:7]=1[I:20].